Dataset: Forward reaction prediction with 1.9M reactions from USPTO patents (1976-2016). Task: Predict the product of the given reaction. (1) The product is: [CH:8]([C:4]1[N:3]=[C:2]([C:32]2[CH:31]=[C:30]([S:27]([C:25]3[CH:26]=[C:22]([C:20]([NH2:21])=[NH:19])[S:23][C:24]=3[S:37][CH3:38])(=[O:29])=[O:28])[CH:35]=[CH:34][CH:33]=2)[CH:7]=[CH:6][CH:5]=1)=[O:11]. Given the reactants Br[C:2]1[CH:7]=[CH:6][CH:5]=[C:4]([CH:8]([O:11]C)OC)[N:3]=1.C(OC(=O)[NH:19][C:20]([C:22]1[S:23][C:24]([S:37][CH3:38])=[C:25]([S:27]([C:30]2[CH:35]=[CH:34][CH:33]=[C:32](Br)[CH:31]=2)(=[O:29])=[O:28])[CH:26]=1)=[NH:21])(C)(C)C.C([O-])(O)=O.[Na+].CCOC(C)=O, predict the reaction product. (2) The product is: [CH3:1][C:2]([NH:10][C:11](=[O:13])[CH3:12])([C:4]1[CH:9]=[CH:8][CH:7]=[CH:6][CH:5]=1)[CH3:3]. Given the reactants [CH3:1][C:2]([NH2:10])([C:4]1[CH:9]=[CH:8][CH:7]=[CH:6][CH:5]=1)[CH3:3].[C:11](O)(=[O:13])[CH3:12].C1C=CC2N(O)N=NC=2C=1.C(Cl)CCl, predict the reaction product.